This data is from Full USPTO retrosynthesis dataset with 1.9M reactions from patents (1976-2016). The task is: Predict the reactants needed to synthesize the given product. (1) Given the product [NH2:1][C:2](=[S:26])[C@@H:3]([NH:8][C:9](=[O:15])[O:10][C:11]([CH3:14])([CH3:13])[CH3:12])[CH2:4][CH:5]1[CH2:7][CH2:6]1, predict the reactants needed to synthesize it. The reactants are: [NH2:1][C:2](=O)[C@@H:3]([NH:8][C:9](=[O:15])[O:10][C:11]([CH3:14])([CH3:13])[CH3:12])[CH2:4][CH:5]1[CH2:7][CH2:6]1.COC1C=CC(P2(SP(C3C=CC(OC)=CC=3)(=S)S2)=[S:26])=CC=1. (2) Given the product [CH2:1]([C:3]1[N:13]([CH2:14][C:15]2[CH:20]=[CH:19][C:18](/[CH:21]=[CH:22]/[CH2:23][N:29]3[CH2:30][CH2:31][N:26]([CH3:25])[CH2:27][CH2:28]3)=[CH:17][CH:16]=2)[C:6]2=[N:7][C:8]([CH3:12])=[CH:9][C:10]([CH3:11])=[C:5]2[N:4]=1)[CH3:2], predict the reactants needed to synthesize it. The reactants are: [CH2:1]([C:3]1[N:13]([CH2:14][C:15]2[CH:20]=[CH:19][C:18](/[CH:21]=[CH:22]/[CH2:23]O)=[CH:17][CH:16]=2)[C:6]2=[N:7][C:8]([CH3:12])=[CH:9][C:10]([CH3:11])=[C:5]2[N:4]=1)[CH3:2].[CH3:25][N:26]1[CH2:31][CH2:30][NH:29][CH2:28][CH2:27]1. (3) Given the product [CH:1]1[C:13]2[CH:12]([CH2:14][O:15][C:16]([N:18]3[CH:22]=[CH:21][C:20]([NH:23][C:24](=[O:50])[CH:25]([C:27]4([NH:31][C:32](=[O:49])[CH:33]([NH:41][C:42]([O:44][CH2:45][CH3:46])=[O:43])[CH2:34][C:35]5([F:40])[CH2:39][CH2:38][CH2:37][CH2:36]5)[CH2:28][CH2:29][CH2:30]4)[OH:26])=[N:19]3)=[O:17])[C:11]3[C:6](=[CH:7][CH:8]=[CH:9][CH:10]=3)[C:5]=2[CH:4]=[CH:3][CH:2]=1, predict the reactants needed to synthesize it. The reactants are: [CH:1]1[C:13]2[CH:12]([CH2:14][O:15][C:16]([N:18]3[CH:22]=[CH:21][C:20]([NH:23][C:24](=[O:50])[C:25]([C:27]4([NH:31][C:32](=[O:49])[CH:33]([NH:41][C:42]([O:44][C:45](C)(C)[CH3:46])=[O:43])[CH2:34][C:35]5([F:40])[CH2:39][CH2:38][CH2:37][CH2:36]5)[CH2:30][CH2:29][CH2:28]4)=[O:26])=[N:19]3)=[O:17])[C:11]3[C:6](=[CH:7][CH:8]=[CH:9][CH:10]=3)[C:5]=2[CH:4]=[CH:3][CH:2]=1.ClC(OCC)=O. (4) The reactants are: C([O:3][C:4]([C:6]1[C:7]2[CH2:8][CH:9]3[CH2:14][CH:10]3[C:11]=2[NH:12][N:13]=1)=O)C.[OH-].[NH4+:16]. Given the product [CH2:14]1[CH:9]2[CH2:8][C:7]3[C:6]([C:4]([NH2:16])=[O:3])=[N:13][NH:12][C:11]=3[CH:10]12, predict the reactants needed to synthesize it. (5) Given the product [NH2:1][CH2:2][CH2:3][C@@H:4]1[C@@H:12]([C@@:13]2([CH3:29])[CH2:18][CH2:17][C@H:16]([OH:19])[CH2:15][C@@H:14]2[CH2:20][OH:21])[CH2:11][CH2:10][C@@:9]2([CH3:30])[C@H:5]1[CH2:6][CH2:7][C:8]2=[CH2:31], predict the reactants needed to synthesize it. The reactants are: [NH2:1][CH2:2][CH2:3][C@@H:4]1[C@@H:12]([C@@:13]2([CH3:29])[CH2:18][CH2:17][C@H:16]([OH:19])[CH2:15][C@@H:14]2[CH2:20][O:21][Si](C(C)(C)C)(C)C)[CH2:11][CH2:10][C@@:9]2([CH3:30])[C@H:5]1[CH2:6][CH2:7][C:8]2=[CH2:31].